From a dataset of Reaction yield outcomes from USPTO patents with 853,638 reactions. Predict the reaction yield, written as a fraction of the theoretical maximum amount of product (1.0 means a 100% yield; for example, 0.34 means a 34% yield). (1) The reactants are [NH2:1][C@H:2]([C:13]([NH:15][CH2:16][CH2:17][CH2:18][CH2:19][NH:20][C:21]([O:23][C:24]([CH3:27])([CH3:26])[CH3:25])=[O:22])=[O:14])[CH2:3][C:4]1[C:12]2[C:7](=[CH:8][CH:9]=[CH:10][CH:11]=2)[NH:6][CH:5]=1.[NH:28]([C:64]([O:66][C:67]([CH3:70])([CH3:69])[CH3:68])=[O:65])[C@H:29]([C:45]([NH:47][C@H:48]([C:61](O)=[O:62])[CH2:49][CH2:50][CH2:51][CH2:52][NH:53][C:54]([O:56][C:57]([CH3:60])([CH3:59])[CH3:58])=[O:55])=[O:46])[CH2:30][C:31]1[CH:36]=[CH:35][C:34]([O:37][CH2:38][C:39]2[CH:44]=[CH:43][CH:42]=[CH:41][CH:40]=2)=[CH:33][CH:32]=1.C(Cl)CCl.C1C=CC2N(O)N=NC=2C=1. The catalyst is C(Cl)Cl.CN(C=O)C. The product is [NH:28]([C:64]([O:66][C:67]([CH3:70])([CH3:69])[CH3:68])=[O:65])[C@H:29]([C:45]([NH:47][C@H:48]([C:61]([NH:1][C@H:2]([C:13]([NH:15][CH2:16][CH2:17][CH2:18][CH2:19][NH:20][C:21]([O:23][C:24]([CH3:27])([CH3:26])[CH3:25])=[O:22])=[O:14])[CH2:3][C:4]1[C:12]2[C:7](=[CH:8][CH:9]=[CH:10][CH:11]=2)[NH:6][CH:5]=1)=[O:62])[CH2:49][CH2:50][CH2:51][CH2:52][NH:53][C:54]([O:56][C:57]([CH3:60])([CH3:59])[CH3:58])=[O:55])=[O:46])[CH2:30][C:31]1[CH:36]=[CH:35][C:34]([O:37][CH2:38][C:39]2[CH:44]=[CH:43][CH:42]=[CH:41][CH:40]=2)=[CH:33][CH:32]=1. The yield is 0.650. (2) The reactants are [CH3:1][O:2][C:3]1[CH:4]=[C:5]2[C:10](=[CH:11][CH:12]=1)[CH:9]([CH2:13][C:14]1[CH:19]=[CH:18][C:17](O)=[CH:16][CH:15]=1)[N:8]([CH:21]([CH3:23])[CH3:22])[CH2:7][CH2:6]2.Cl.ClCC[N:28]1[CH2:33][CH2:32][CH2:31][CH2:30][CH2:29]1.[C:34](=[O:37])([O-])[O-].[K+].[K+].O.[CH3:41]N(C)C=O. No catalyst specified. The product is [CH3:1][O:2][C:3]1[CH:4]=[C:5]2[C:10](=[CH:11][CH:12]=1)[CH:9]([CH2:13][C:14]1[CH:15]=[CH:16][C:17]([O:37][CH2:34][CH2:41][CH:33]3[CH2:32][CH2:31][CH2:30][CH2:29][NH:28]3)=[CH:18][CH:19]=1)[N:8]([CH:21]([CH3:22])[CH3:23])[CH2:7][CH2:6]2. The yield is 0.700. (3) The reactants are [Cl:1][C:2]1[N:7]=[CH:6][C:5]([CH2:8][OH:9])=[C:4]([NH:10][CH2:11][CH3:12])[CH:3]=1. The catalyst is C(Cl)Cl.O=[Mn]=O. The product is [Cl:1][C:2]1[CH:3]=[C:4]([NH:10][CH2:11][CH3:12])[C:5]([CH:8]=[O:9])=[CH:6][N:7]=1. The yield is 0.890. (4) The reactants are [F:1][C:2]1[CH:11]=[C:10]2[C:5]([CH:6]=[CH:7][CH:8]=[N:9]2)=[CH:4][C:3]=1NC.Br[C:15]1[C:16]([NH2:22])=[N:17][CH:18]=[C:19]([Br:21])[N:20]=1.C[CH2:24][N:25](C(C)C)C(C)C. The product is [Br:21][C:19]1[N:20]=[C:15]([NH:25][CH2:24][C:3]2[CH:4]=[C:5]3[C:10](=[CH:11][C:2]=2[F:1])[N:9]=[CH:8][CH:7]=[CH:6]3)[C:16]([NH2:22])=[N:17][CH:18]=1. The catalyst is C(Cl)Cl.O. The yield is 0.690. (5) The reactants are [C:1]([CH2:8][N:9]1[CH2:20][CH2:19][N:18]2[CH2:21][CH2:22][CH2:23][N:12]([CH2:13][CH2:14][N:15]([CH2:24][C:25]([O:27]C(C)(C)C)=[O:26])[CH2:16][CH2:17]2)[CH2:11][CH2:10]1)([O:3]C(C)(C)C)=[O:2]. The catalyst is Cl. The product is [C:25]([CH2:24][N:15]1[CH2:14][CH2:13][N:12]2[CH2:23][CH2:22][CH2:21][N:18]([CH2:19][CH2:20][N:9]([CH2:8][C:1]([OH:3])=[O:2])[CH2:10][CH2:11]2)[CH2:17][CH2:16]1)([OH:27])=[O:26]. The yield is 0.980.